Dataset: Peptide-MHC class II binding affinity with 134,281 pairs from IEDB. Task: Regression. Given a peptide amino acid sequence and an MHC pseudo amino acid sequence, predict their binding affinity value. This is MHC class II binding data. (1) The peptide sequence is VGSLQYLALTALITPKK. The MHC is HLA-DQA10301-DQB10302 with pseudo-sequence HLA-DQA10301-DQB10302. The binding affinity (normalized) is 0.140. (2) The peptide sequence is KTPLTLVDLCFWSAI. The MHC is DRB1_0101 with pseudo-sequence DRB1_0101. The binding affinity (normalized) is 0.509.